This data is from Orexin1 receptor HTS with 218,158 compounds and 233 confirmed actives. The task is: Binary Classification. Given a drug SMILES string, predict its activity (active/inactive) in a high-throughput screening assay against a specified biological target. The compound is s1c=2n(nc1SCC(=O)Nc1ccc(OCC)cc1)CCCC(=O)N2. The result is 0 (inactive).